Dataset: Full USPTO retrosynthesis dataset with 1.9M reactions from patents (1976-2016). Task: Predict the reactants needed to synthesize the given product. (1) Given the product [CH2:22]([C:24]([C:43]1[CH:56]=[CH:55][C:46]([O:47][CH2:48][C@@H:49]2[O:53][C:52](=[O:54])[CH2:51][CH2:50]2)=[C:45]([CH3:57])[CH:44]=1)([C:27]1[CH:32]=[CH:31][C:30]([C:8]2[CH:13]=[CH:12][CH:11]=[C:10]([C:14]([CH3:21])([O:16][Si:17]([CH3:20])([CH3:19])[CH3:18])[CH3:15])[CH:9]=2)=[C:29]([CH3:42])[CH:28]=1)[CH2:25][CH3:26])[CH3:23], predict the reactants needed to synthesize it. The reactants are: C([O-])([O-])=O.[Na+].[Na+].Br[C:8]1[CH:9]=[C:10]([C:14]([CH3:21])([O:16][Si:17]([CH3:20])([CH3:19])[CH3:18])[CH3:15])[CH:11]=[CH:12][CH:13]=1.[CH2:22]([C:24]([C:43]1[CH:56]=[CH:55][C:46]([O:47][CH2:48][C@@H:49]2[O:53][C:52](=[O:54])[CH2:51][CH2:50]2)=[C:45]([CH3:57])[CH:44]=1)([C:27]1[CH:32]=[CH:31][C:30](B2OC(C)(C)C(C)(C)O2)=[C:29]([CH3:42])[CH:28]=1)[CH2:25][CH3:26])[CH3:23].C(OCC)(=O)C. (2) The reactants are: [OH:1][CH2:2][C:3]#[C:4][C:5]#[C:6][C:7]1[CH:15]=[CH:14][C:10]([C:11]([OH:13])=[O:12])=[CH:9][CH:8]=1.Cl.[NH2:17][C@@H:18]([C:23]([OH:26])([CH3:25])[CH3:24])[C:19]([O:21][CH3:22])=[O:20].CN(C(ON1N=NC2C=CC=NC1=2)=[N+](C)C)C.F[P-](F)(F)(F)(F)F.CCN(C(C)C)C(C)C. Given the product [OH:1][CH2:2][C:3]#[C:4][C:5]#[C:6][C:7]1[CH:8]=[CH:9][C:10]([C:11]([OH:13])=[O:12])=[CH:14][CH:15]=1.[OH:26][C:23]([CH3:25])([CH3:24])[C@H:18]([NH:17][C:11](=[O:13])[C:10]1[CH:9]=[CH:8][C:7]([C:6]#[C:5][C:4]#[C:3][CH2:2][OH:1])=[CH:15][CH:14]=1)[C:19]([O:21][CH3:22])=[O:20], predict the reactants needed to synthesize it.